From a dataset of Full USPTO retrosynthesis dataset with 1.9M reactions from patents (1976-2016). Predict the reactants needed to synthesize the given product. (1) Given the product [CH2:1]([O:8][C:9]([NH:11][C@@H:12]([CH3:25])[CH:13]([C:15]1([C:18]([O:20][C:21]([CH3:24])([CH3:23])[CH3:22])=[O:19])[CH2:17][CH2:16]1)[O:14][Si:32]([C:35]([CH3:38])([CH3:37])[CH3:36])([CH3:34])[CH3:33])=[O:10])[C:2]1[CH:3]=[CH:4][CH:5]=[CH:6][CH:7]=1, predict the reactants needed to synthesize it. The reactants are: [CH2:1]([O:8][C:9]([NH:11][C@@H:12]([CH3:25])[CH:13]([C:15]1([C:18]([O:20][C:21]([CH3:24])([CH3:23])[CH3:22])=[O:19])[CH2:17][CH2:16]1)[OH:14])=[O:10])[C:2]1[CH:7]=[CH:6][CH:5]=[CH:4][CH:3]=1.FC(F)(F)S(O[Si:32]([C:35]([CH3:38])([CH3:37])[CH3:36])([CH3:34])[CH3:33])(=O)=O.CC1C=CC=C(C)N=1.O. (2) Given the product [C:4]([O:3][C:1]([NH:8][CH:9]([CH3:10])[CH2:30][N:22]1[C:23]([C:25]([O:27][CH2:28][CH3:29])=[O:26])=[CH:24][C:20]([CH2:19][O:12][C:13]2[CH:18]=[CH:17][CH:16]=[CH:15][CH:14]=2)=[N:21]1)=[O:2])([CH3:7])([CH3:6])[CH3:5], predict the reactants needed to synthesize it. The reactants are: [C:1]([NH:8][CH2:9][CH2:10]Br)([O:3][C:4]([CH3:7])([CH3:6])[CH3:5])=[O:2].[O:12]([CH2:19][C:20]1[CH:24]=[C:23]([C:25]([O:27][CH2:28][CH3:29])=[O:26])[NH:22][N:21]=1)[C:13]1[CH:18]=[CH:17][CH:16]=[CH:15][CH:14]=1.[C:30](=O)([O-])[O-].[K+].[K+]. (3) Given the product [CH2:1]([O:3][C:4]1[CH:5]=[CH:6][C:7]2[NH:17][C:16](=[O:19])[C:11]3[C:10](=[CH:15][CH:14]=[CH:13][CH:12]=3)[C:8]=2[CH:9]=1)[CH3:2], predict the reactants needed to synthesize it. The reactants are: [CH2:1]([O:3][C:4]1[CH:5]=[CH:6][C:7](F)=[C:8]([C:10]2[C:11]([C:16]#[N:17])=[CH:12][CH:13]=[CH:14][CH:15]=2)[CH:9]=1)[CH3:2].[OH-:19].[K+]. (4) Given the product [F:36][C:33]([F:34])([F:35])[S:30]([N-:22][S:23]([C:26]([F:27])([F:28])[F:29])(=[O:24])=[O:25])(=[O:31])=[O:32].[CH3:37][P+:9]([C:3]1[CH:4]=[CH:5][CH:6]=[CH:7][CH:8]=1)([C:10]1[CH:15]=[CH:14][CH:13]=[CH:12][CH:11]=1)[C:16]1[CH:17]=[CH:18][CH:19]=[CH:20][CH:21]=1, predict the reactants needed to synthesize it. The reactants are: N#N.[C:3]1([P:9]([C:16]2[CH:21]=[CH:20][CH:19]=[CH:18][CH:17]=2)[C:10]2[CH:15]=[CH:14][CH:13]=[CH:12][CH:11]=2)[CH:8]=[CH:7][CH:6]=[CH:5][CH:4]=1.[N-:22]([S:30]([C:33]([F:36])([F:35])[F:34])(=[O:32])=[O:31])[S:23]([C:26]([F:29])([F:28])[F:27])(=[O:25])=[O:24].[C:37](=O)(OC)OC.